From a dataset of Reaction yield outcomes from USPTO patents with 853,638 reactions. Predict the reaction yield, written as a fraction of the theoretical maximum amount of product (1.0 means a 100% yield; for example, 0.34 means a 34% yield). (1) The reactants are [CH3:1][O:2][C:3]1[CH:8]=[C:7]([N+:9]([O-:11])=[O:10])[CH:6]=[CH:5][C:4]=1[OH:12].N1C=CC=CC=1.[C:19](OC(=O)C)(=[O:21])[CH3:20]. The catalyst is C(Cl)Cl. The product is [N+:9]([C:7]1[CH:6]=[CH:5][C:4]([O:12][C:19](=[O:21])[CH3:20])=[C:3]([O:2][CH3:1])[CH:8]=1)([O-:11])=[O:10]. The yield is 0.980. (2) The reactants are [C:1]([C:5]1[N:10]=[C:9]([N:11]2[CH2:16][CH2:15][N:14]([CH2:17][CH2:18][CH2:19][CH2:20][NH2:21])[CH2:13][CH2:12]2)[CH:8]=[C:7]([C:22]([F:25])([F:24])[F:23])[N:6]=1)([CH3:4])([CH3:3])[CH3:2].C1N=CN([C:31](N2C=NC=C2)=[O:32])C=1.[CH:38]1([N:41]2[CH2:46][CH2:45][NH:44][CH:43]([C:47]3[CH:52]=[CH:51][CH:50]=[CH:49][CH:48]=3)[CH2:42]2)[CH2:40][CH2:39]1. The catalyst is C(Cl)(Cl)Cl.CO. The product is [C:1]([C:5]1[N:10]=[C:9]([N:11]2[CH2:16][CH2:15][N:14]([CH2:17][CH2:18][CH2:19][CH2:20][NH:21][C:31]([N:44]3[CH2:45][CH2:46][N:41]([CH:38]4[CH2:40][CH2:39]4)[CH2:42][CH:43]3[C:47]3[CH:52]=[CH:51][CH:50]=[CH:49][CH:48]=3)=[O:32])[CH2:13][CH2:12]2)[CH:8]=[C:7]([C:22]([F:24])([F:25])[F:23])[N:6]=1)([CH3:4])([CH3:2])[CH3:3]. The yield is 0.420. (3) The reactants are [CH3:1][C:2]1([C:5]2[CH:14]=[CH:13][C:12]3[C:7](=[CH:8][CH:9]=[C:10]([C:15]([OH:17])=O)[CH:11]=3)[N:6]=2)[CH2:4][CH2:3]1.Cl.[NH2:19][C@@H:20]([C:22]1[C:27]([F:28])=[CH:26][C:25]([NH:29][S:30]([CH3:33])(=[O:32])=[O:31])=[C:24]([CH3:34])[CH:23]=1)[CH3:21].CN(C(ON1N=NC2C=CC=CC1=2)=[N+](C)C)C.F[P-](F)(F)(F)(F)F.C(N(CC)CC)C. The catalyst is CN(C)C=O. The product is [F:28][C:27]1[CH:26]=[C:25]([NH:29][S:30]([CH3:33])(=[O:32])=[O:31])[C:24]([CH3:34])=[CH:23][C:22]=1[C@H:20]([NH:19][C:15]([C:10]1[CH:11]=[C:12]2[C:7](=[CH:8][CH:9]=1)[N:6]=[C:5]([C:2]1([CH3:1])[CH2:3][CH2:4]1)[CH:14]=[CH:13]2)=[O:17])[CH3:21]. The yield is 0.840. (4) The reactants are [CH3:1][O:2][C:3]([C:5]1[C:13]2[N:12]=[C:11]([CH2:14][S:15][CH2:16][CH2:17]O)[NH:10][C:9]=2[CH:8]=[CH:7][CH:6]=1)=[O:4].S(Cl)([Cl:21])=O. The catalyst is C(Cl)(Cl)Cl. The product is [CH3:1][O:2][C:3]([C:5]1[C:13]2[N:12]=[C:11]([CH2:14][S:15][CH2:16][CH2:17][Cl:21])[NH:10][C:9]=2[CH:8]=[CH:7][CH:6]=1)=[O:4]. The yield is 0.990. (5) The reactants are C(OC(=O)C)(=O)C.[CH:8]([OH:10])=O.[NH2:11][CH2:12][CH2:13][O:14][C:15]1[CH:20]=[CH:19][C:18]([C:21]2[N:22]([CH2:34][CH3:35])[C:23]3[C:28]([C:29]=2[C:30]#[N:31])=[CH:27][CH:26]=[C:25]([O:32][CH3:33])[CH:24]=3)=[CH:17][CH:16]=1.C([O-])(O)=O.[Na+]. The catalyst is C1COCC1.CCOC(C)=O. The product is [C:30]([C:29]1[C:28]2[C:23](=[CH:24][C:25]([O:32][CH3:33])=[CH:26][CH:27]=2)[N:22]([CH2:34][CH3:35])[C:21]=1[C:18]1[CH:19]=[CH:20][C:15]([O:14][CH2:13][CH2:12][NH:11][CH:8]=[O:10])=[CH:16][CH:17]=1)#[N:31]. The yield is 0.860. (6) The reactants are C(O)(=O)C(O)=O.[F:7][C:8]1[CH:13]=[CH:12][C:11]([CH:14]2[O:19][CH2:18][CH2:17][NH:16][CH2:15]2)=[CH:10][CH:9]=1.C(N(CC)CC)C.[F:27][C:28]([F:33])([F:32])[C@@H:29]1[CH2:31][O:30]1. The catalyst is C(#N)C. The product is [F:27][C:28]([F:33])([F:32])[C@@H:29]([OH:30])[CH2:31][N:16]1[CH2:17][CH2:18][O:19][CH:14]([C:11]2[CH:10]=[CH:9][C:8]([F:7])=[CH:13][CH:12]=2)[CH2:15]1. The yield is 0.730. (7) The reactants are [Cl-].O[NH3+:3].[C:4](=[O:7])([O-])[OH:5].[Na+].CS(C)=O.[F:13][C:14]1[CH:15]=[C:16]([C:44]2[C:45]([C:50]#[N:51])=[CH:46][CH:47]=[CH:48][CH:49]=2)[CH:17]=[CH:18][C:19]=1[CH2:20][C:21]1[C:22](=[O:43])[N:23]([C@H:33]2[CH2:36][C@@H:35]([O:37][CH2:38][C:39]([OH:42])([CH3:41])[CH3:40])[CH2:34]2)[C:24]2[N:25]([N:30]=[CH:31][N:32]=2)[C:26]=1[CH2:27][CH2:28][CH3:29]. The catalyst is O.C(OCC)(=O)C. The product is [F:13][C:14]1[CH:15]=[C:16]([C:44]2[CH:49]=[CH:48][CH:47]=[CH:46][C:45]=2[C:50]2[NH:3][C:4](=[O:7])[O:5][N:51]=2)[CH:17]=[CH:18][C:19]=1[CH2:20][C:21]1[C:22](=[O:43])[N:23]([C@H:33]2[CH2:36][C@@H:35]([O:37][CH2:38][C:39]([OH:42])([CH3:40])[CH3:41])[CH2:34]2)[C:24]2[N:25]([N:30]=[CH:31][N:32]=2)[C:26]=1[CH2:27][CH2:28][CH3:29]. The yield is 0.700. (8) The reactants are [C:1]([NH:4][C@H:5]1[C:13]2[C:8](=[CH:9][CH:10]=[C:11]([O:14][C:15]3[N:16]=[C:17]4[C:23]([C:24](O)=[O:25])=[CH:22][N:21]([CH2:27][O:28][CH2:29][CH2:30][Si:31]([CH3:34])([CH3:33])[CH3:32])[C:18]4=[N:19][CH:20]=3)[CH:12]=2)[CH2:7][CH2:6]1)(=[O:3])[CH3:2].CN(C(ON1N=[N:50][C:45]2[CH:46]=[CH:47]C=N[C:44]1=2)=[N+](C)C)C.F[P-](F)(F)(F)(F)F.C(N(C(C)C)CC)(C)C. The catalyst is ClCCl. The product is [C@@H:45]([NH:50][C:24]([C:23]1[C:17]2[C:18](=[N:19][CH:20]=[C:15]([O:14][C:11]3[CH:12]=[C:13]4[C:8](=[CH:9][CH:10]=3)[CH2:7][CH2:6][C@H:5]4[NH:4][C:1](=[O:3])[CH3:2])[N:16]=2)[N:21]([CH2:27][O:28][CH2:29][CH2:30][Si:31]([CH3:34])([CH3:33])[CH3:32])[CH:22]=1)=[O:25])([CH2:46][CH3:47])[CH3:44]. The yield is 0.540.